This data is from Full USPTO retrosynthesis dataset with 1.9M reactions from patents (1976-2016). The task is: Predict the reactants needed to synthesize the given product. (1) Given the product [F:18][C:15]1[CH:16]=[CH:17][C:12]([CH:8]([C:5]2[CH:4]=[CH:3][C:2]([F:1])=[CH:7][CH:6]=2)[C:9]([NH:19][CH2:20][CH2:21][CH2:22][N:23]2[CH2:28][CH2:27][CH:26]([C:29]3[CH:30]=[C:31]([NH:37][C:38](=[O:42])[CH:39]([CH3:40])[CH3:41])[CH:32]=[CH:33][C:34]=3[O:35][CH3:36])[CH2:25][CH2:24]2)=[O:11])=[CH:13][CH:14]=1, predict the reactants needed to synthesize it. The reactants are: [F:1][C:2]1[CH:7]=[CH:6][C:5]([CH:8]([C:12]2[CH:17]=[CH:16][C:15]([F:18])=[CH:14][CH:13]=2)[C:9]([OH:11])=O)=[CH:4][CH:3]=1.[NH2:19][CH2:20][CH2:21][CH2:22][N:23]1[CH2:28][CH2:27][CH:26]([C:29]2[CH:30]=[C:31]([NH:37][C:38](=[O:42])[CH:39]([CH3:41])[CH3:40])[CH:32]=[CH:33][C:34]=2[O:35][CH3:36])[CH2:25][CH2:24]1. (2) Given the product [CH:1]1([C:7]2[CH:8]=[CH:9][C:10]([OH:13])=[C:11]([O:19][CH2:14][CH:15]=[CH2:16])[CH:12]=2)[CH2:2][CH2:3][CH2:4][CH2:5][CH2:6]1, predict the reactants needed to synthesize it. The reactants are: [CH:1]1([C:7]2[CH:12]=[CH:11][C:10]([OH:13])=[CH:9][CH:8]=2)[CH2:6][CH2:5][CH2:4][CH2:3][CH2:2]1.[CH2:14](Br)[CH:15]=[CH2:16].C(=O)([O-])[O-:19].[K+].[K+]. (3) Given the product [Br:39][CH2:40][CH2:41][CH2:42][N:11]1[C:12]2[CH:17]=[CH:16][CH:15]=[CH:14][C:13]=2[N:9]([C:6]2[CH:5]=[CH:4][C:3]([O:2][CH3:1])=[CH:8][CH:7]=2)[S:10]1(=[O:19])=[O:18], predict the reactants needed to synthesize it. The reactants are: [CH3:1][O:2][C:3]1[CH:8]=[CH:7][C:6]([N:9]2[C:13]3[CH:14]=[CH:15][CH:16]=[CH:17][C:12]=3[NH:11][S:10]2(=[O:19])=[O:18])=[CH:5][CH:4]=1.C1(P(C2C=CC=CC=2)C2C=CC=CC=2)C=CC=CC=1.[Br:39][CH2:40][CH2:41][CH2:42]O.CC(OC(/N=N/C(OC(C)C)=O)=O)C. (4) Given the product [CH3:20][O:19][CH2:18][CH2:17][N:15]([CH2:14][C:11]1[N:12]=[CH:13][C:8]([NH2:7])=[N:9][CH:10]=1)[CH3:16], predict the reactants needed to synthesize it. The reactants are: C(OC(=O)[NH:7][C:8]1[CH:13]=[N:12][C:11]([CH2:14][N:15]([CH2:17][CH2:18][O:19][CH3:20])[CH3:16])=[CH:10][N:9]=1)(C)(C)C.C(O)(C(F)(F)F)=O. (5) Given the product [C:1]12([C:11]3[N:15]([CH3:16])[C:14]([C:17]4[CH:22]=[CH:21][C:20]([S:23]([CH3:24])=[O:33])=[CH:19][CH:18]=4)=[N:13][N:12]=3)[CH2:8][CH:7]3[CH2:6][CH:5]([CH2:4][CH:3]([CH2:9]3)[CH2:2]1)[CH2:10]2, predict the reactants needed to synthesize it. The reactants are: [C:1]12([C:11]3[N:15]([CH3:16])[C:14]([C:17]4[CH:22]=[CH:21][C:20]([S:23][CH3:24])=[CH:19][CH:18]=4)=[N:13][N:12]=3)[CH2:10][CH:5]3[CH2:6][CH:7]([CH2:9][CH:3]([CH2:4]3)[CH2:2]1)[CH2:8]2.ClC1C=CC=C(C(OO)=[O:33])C=1. (6) Given the product [CH3:23][S:24]([N:1]1[CH2:6][CH2:5][CH:4]([CH2:7][NH:8][C:9](=[O:15])[O:10][C:11]([CH3:12])([CH3:14])[CH3:13])[CH2:3][CH2:2]1)(=[O:26])=[O:25], predict the reactants needed to synthesize it. The reactants are: [NH:1]1[CH2:6][CH2:5][CH:4]([CH2:7][NH:8][C:9](=[O:15])[O:10][C:11]([CH3:14])([CH3:13])[CH3:12])[CH2:3][CH2:2]1.CCN(CC)CC.[CH3:23][S:24](Cl)(=[O:26])=[O:25].CO. (7) Given the product [F:31][C:2]([F:1])([F:30])[C:3]([N:5]([C:6]1[CH:7]=[C:8]([NH:12]/[C:13](=[C:20]2\[C:21](=[O:29])[NH:22][C:23]3[C:28]\2=[CH:27][CH:26]=[CH:25][CH:24]=3)/[C:14]2[CH:19]=[CH:18][CH:17]=[CH:16][CH:15]=2)[CH:9]=[CH:10][CH:11]=1)[CH3:32])=[O:4], predict the reactants needed to synthesize it. The reactants are: [F:1][C:2]([F:31])([F:30])[C:3]([NH:5][C:6]1[CH:7]=[C:8]([NH:12]/[C:13](=[C:20]2\[C:21](=[O:29])[NH:22][C:23]3[C:28]\2=[CH:27][CH:26]=[CH:25][CH:24]=3)/[C:14]2[CH:19]=[CH:18][CH:17]=[CH:16][CH:15]=2)[CH:9]=[CH:10][CH:11]=1)=[O:4].[C:32](=O)([O-])[O-].[K+].[K+].CI.